Dataset: Forward reaction prediction with 1.9M reactions from USPTO patents (1976-2016). Task: Predict the product of the given reaction. (1) Given the reactants FC(F)(F)C(O)=O.[F:8][C:9]1[CH:10]=[N:11][CH:12]=[C:13]([CH:18]=1)[C:14](Cl)=[N:15][OH:16].[C:19]([C:21]1[CH:22]=[C:23]([CH:25]=[CH:26][CH:27]=1)[NH2:24])#[CH:20].N, predict the reaction product. The product is: [F:8][C:9]1[CH:18]=[C:13]([C:14]2[CH:20]=[C:19]([C:21]3[CH:22]=[C:23]([CH:25]=[CH:26][CH:27]=3)[NH2:24])[O:16][N:15]=2)[CH:12]=[N:11][CH:10]=1. (2) Given the reactants [F:1][C:2]1[CH:7]=[CH:6][C:5]([C@@H:8]2[CH2:13][C@H:12]([OH:14])[CH2:11][CH2:10][N:9]2[C:15]([O:17][C:18]([CH3:21])([CH3:20])[CH3:19])=[O:16])=[CH:4][CH:3]=1.[CH3:22][S:23](Cl)(=[O:25])=[O:24].C(N(C(C)C)CC)(C)C, predict the reaction product. The product is: [F:1][C:2]1[CH:3]=[CH:4][C:5]([C@@H:8]2[CH2:13][C@H:12]([O:14][S:23]([CH3:22])(=[O:25])=[O:24])[CH2:11][CH2:10][N:9]2[C:15]([O:17][C:18]([CH3:21])([CH3:20])[CH3:19])=[O:16])=[CH:6][CH:7]=1. (3) Given the reactants Cl.[NH:2]1[CH2:7][CH2:6][CH2:5][CH:4]([CH2:8][O:9][S:10]([C:13]2[CH:18]=[CH:17][C:16]([CH3:19])=[CH:15][CH:14]=2)(=[O:12])=[O:11])[CH2:3]1.[CH2:20](I)[CH3:21].C(=O)([O-])[O-].[Na+].[Na+].C(=O)([O-])O.[Na+], predict the reaction product. The product is: [CH2:20]([N:2]1[CH2:7][CH2:6][CH2:5][CH:4]([CH2:8][O:9][S:10]([C:13]2[CH:14]=[CH:15][C:16]([CH3:19])=[CH:17][CH:18]=2)(=[O:12])=[O:11])[CH2:3]1)[CH3:21]. (4) Given the reactants Cl[C:2]1[N:10]=[C:9](Cl)[CH:8]=[CH:7][C:3]=1[C:4]([NH2:6])=[O:5].[NH2:12][C:13]1[CH:18]=[CH:17][C:16]([C:19]([N:21]2[CH2:26][CH2:25][CH2:24][CH2:23][CH2:22]2)=[O:20])=[CH:15][CH:14]=1.C(O[C:32](=[O:39])[NH:33][C@H:34]1[CH2:38][CH2:37][NH:36][CH2:35]1)(C)(C)C.[C:40](O)(=O)[CH:41]=C, predict the reaction product. The product is: [C:32]([NH:33][C@H:34]1[CH2:38][CH2:37][N:36]([C:9]2[CH:8]=[CH:7][C:3]([C:4]([NH2:6])=[O:5])=[C:2]([NH:12][C:13]3[CH:18]=[CH:17][C:16]([C:19]([N:21]4[CH2:22][CH2:23][CH2:24][CH2:25][CH2:26]4)=[O:20])=[CH:15][CH:14]=3)[N:10]=2)[CH2:35]1)(=[O:39])[CH:40]=[CH2:41]. (5) Given the reactants [OH:1][C:2]12[C:13]3[C:8](=[CH:9][C:10]([O:14][CH3:15])=[CH:11][CH:12]=3)[C:7](=[O:16])[C:6]1([OH:17])[C:5]1[CH:18]=[CH:19][C:20]([CH:22]([CH3:24])[CH3:23])=[CH:21][C:4]=1[O:3]2.[C:25]([OH:28])(=O)[CH3:26].N1C=CC=CC=1.C1C[O:38][CH2:37][CH2:36]1, predict the reaction product. The product is: [C:37]([O:17][C:6]1([C:5]2[CH:18]=[CH:19][C:20]([CH:22]([CH3:24])[CH3:23])=[CH:21][C:4]=2[O:3][C:25](=[O:28])[CH3:26])[C:7](=[O:16])[C:8]2[C:13](=[CH:12][CH:11]=[C:10]([O:14][CH3:15])[CH:9]=2)[C:2]1=[O:1])(=[O:38])[CH3:36].